Task: Predict the product of the given reaction.. Dataset: Forward reaction prediction with 1.9M reactions from USPTO patents (1976-2016) (1) Given the reactants [CH3:1][O:2][C:3]1[CH:8]=[CH:7][C:6]([C:9]2[CH:10]=[N:11][CH:12]=[CH:13][CH:14]=2)=[CH:5][C:4]=1[N+:15]([O-:17])=[O:16].[CH2:18]([I:21])[CH2:19][CH3:20], predict the reaction product. The product is: [I-:21].[CH3:1][O:2][C:3]1[CH:8]=[CH:7][C:6]([C:9]2[CH:10]=[N+:11]([CH2:18][CH2:19][CH3:20])[CH:12]=[CH:13][CH:14]=2)=[CH:5][C:4]=1[N+:15]([O-:17])=[O:16]. (2) Given the reactants [Cl:1][C:2]1[CH:3]=[C:4]([C:8]2[C:17]3[C:12](=[CH:13][CH:14]=[C:15]([C:18]([C:26]4[CH:31]=[CH:30][C:29]([Cl:32])=[CH:28][CH:27]=4)([OH:25])[C:19]4[N:23]([CH3:24])[CH:22]=[N:21][CH:20]=4)[CH:16]=3)[N:11]=[C:10]([NH:33][C:34](C3OC=CC=3)=[O:35])[CH:9]=2)[CH:5]=[CH:6][CH:7]=1.[N:41]([C:44]1[CH:49]=[CH:48][CH:47]=[CH:46][CH:45]=1)=C=O, predict the reaction product. The product is: [Cl:1][C:2]1[CH:3]=[C:4]([C:8]2[C:17]3[C:12](=[CH:13][CH:14]=[C:15]([C:18]([C:26]4[CH:27]=[CH:28][C:29]([Cl:32])=[CH:30][CH:31]=4)([OH:25])[C:19]4[N:23]([CH3:24])[CH:22]=[N:21][CH:20]=4)[CH:16]=3)[N:11]=[C:10]([NH:33][C:34]([NH:41][C:44]3[CH:49]=[CH:48][CH:47]=[CH:46][CH:45]=3)=[O:35])[CH:9]=2)[CH:5]=[CH:6][CH:7]=1. (3) Given the reactants [NH2:1][CH2:2][CH2:3][N:4]1[CH2:9][CH2:8][CH2:7][CH2:6][CH2:5]1.F[C:11]1[CH:16]=[CH:15][CH:14]=[CH:13][C:12]=1[N+:17]([O-:19])=[O:18].C(N(C(C)C)CC)(C)C.C(Cl)(Cl)Cl, predict the reaction product. The product is: [N+:17]([C:12]1[CH:13]=[CH:14][CH:15]=[CH:16][C:11]=1[CH:5]1[CH2:6][CH2:7][CH2:8][CH2:9][N:4]1[CH2:3][CH2:2][NH2:1])([O-:19])=[O:18]. (4) Given the reactants [CH2:1]([O:3][C:4](=[O:28])[NH:5][C:6]1[CH:11]=[CH:10][CH:9]=[C:8]([CH:12]([C:14]2[C:19](=[O:20])[CH:18]=[CH:17][N:16]([C:21]3[CH:26]=[CH:25][C:24](Cl)=[CH:23][CH:22]=3)[N:15]=2)F)[CH:7]=1)[CH3:2].CC(N(C)C)=O, predict the reaction product. The product is: [O:20]=[C:19]1[CH:18]=[CH:17][N:16]([C:21]2[CH:26]=[CH:25][CH:24]=[CH:23][CH:22]=2)[N:15]=[C:14]1[CH2:12][C:8]1[CH:7]=[C:6]([NH:5][C:4](=[O:28])[O:3][CH2:1][CH3:2])[CH:11]=[CH:10][CH:9]=1. (5) Given the reactants C([O:4][CH2:5][CH2:6][O:7][C:8]1[C:13]2[CH2:14][C:15](=[CH:23][CH2:24][CH2:25][N:26]3[CH2:31][CH2:30][C:29]([C:33]4[CH:38]=[CH:37][C:36]([Cl:39])=[CH:35][CH:34]=4)([OH:32])[CH2:28][CH2:27]3)[C:16]3[C:17]([O:22][C:12]=2[CH:11]=[CH:10][CH:9]=1)=[N:18][CH:19]=[CH:20][CH:21]=3)(=O)C.[OH-].O.C(OCC)(=O)C, predict the reaction product. The product is: [Cl:39][C:36]1[CH:37]=[CH:38][C:33]([C:29]2([OH:32])[CH2:28][CH2:27][N:26]([CH2:25][CH2:24][CH:23]=[C:15]3[C:16]4[C:17](=[N:18][CH:19]=[CH:20][CH:21]=4)[O:22][C:12]4[CH:11]=[CH:10][CH:9]=[C:8]([O:7][CH2:6][CH2:5][OH:4])[C:13]=4[CH2:14]3)[CH2:31][CH2:30]2)=[CH:34][CH:35]=1.